Dataset: Full USPTO retrosynthesis dataset with 1.9M reactions from patents (1976-2016). Task: Predict the reactants needed to synthesize the given product. (1) Given the product [Br:1][C:2]1[CH:7]=[CH:6][C:5]([N+:8]([O-:10])=[O:9])=[C:4]([CH:3]=1)[NH:21][CH2:20][CH2:19][C:15]1[CH:16]=[CH:17][CH:18]=[C:13]([F:12])[CH:14]=1, predict the reactants needed to synthesize it. The reactants are: [Br:1][C:2]1[CH:7]=[CH:6][C:5]([N+:8]([O-:10])=[O:9])=[C:4](F)[CH:3]=1.[F:12][C:13]1[CH:14]=[C:15]([CH2:19][CH2:20][NH2:21])[CH:16]=[CH:17][CH:18]=1.C(=O)([O-])[O-].[K+].[K+]. (2) The reactants are: [F:1][C:2]1[CH:7]=[CH:6][C:5]([Mg]Br)=[CH:4][CH:3]=1.[Cl-].FC1C=CC([Zn+])=CC=1.[F:19][C:20]1[CH:25]=[CH:24][C:23]([N:26]2[C:29](=[O:30])[C@H:28]([CH2:31][CH2:32][C:33](Cl)=[O:34])[C@H:27]2[C:36]2[CH:41]=[CH:40][C:39]([O:42][CH2:43][C:44]3[CH:49]=[CH:48][C:47]([O:50][CH3:51])=[CH:46][CH:45]=3)=[CH:38][CH:37]=2)=[CH:22][CH:21]=1. Given the product [F:19][C:20]1[CH:25]=[CH:24][C:23]([N:26]2[C@H:27]([C:36]3[CH:41]=[CH:40][C:39]([O:42][CH2:43][C:44]4[CH:49]=[CH:48][C:47]([O:50][CH3:51])=[CH:46][CH:45]=4)=[CH:38][CH:37]=3)[C@@H:28]([CH2:31][CH2:32][C:33]([C:5]3[CH:6]=[CH:7][C:2]([F:1])=[CH:3][CH:4]=3)=[O:34])[C:29]2=[O:30])=[CH:22][CH:21]=1, predict the reactants needed to synthesize it. (3) Given the product [OH:16][C:12]1[C:13](=[O:15])[NH:14][C:9]([CH2:8][S:7][C:1]2[CH:6]=[CH:5][CH:4]=[CH:3][CH:2]=2)=[N:10][CH:11]=1, predict the reactants needed to synthesize it. The reactants are: [C:1]1([S:7][CH2:8][C:9]2[NH:14][C:13](=[O:15])[C:12]([O:16]C3CCCCO3)=[CH:11][N:10]=2)[CH:6]=[CH:5][CH:4]=[CH:3][CH:2]=1.Cl.